This data is from Peptide-MHC class I binding affinity with 185,985 pairs from IEDB/IMGT. The task is: Regression. Given a peptide amino acid sequence and an MHC pseudo amino acid sequence, predict their binding affinity value. This is MHC class I binding data. (1) The peptide sequence is MPRQTGGFF. The MHC is Mamu-A2201 with pseudo-sequence Mamu-A2201. The binding affinity (normalized) is 0.527. (2) The peptide sequence is FLKDVMESM. The MHC is HLA-A26:01 with pseudo-sequence HLA-A26:01. The binding affinity (normalized) is 0.834. (3) The peptide sequence is LPFDKATIM. The MHC is HLA-B07:02 with pseudo-sequence HLA-B07:02. The binding affinity (normalized) is 0.223.